From a dataset of Full USPTO retrosynthesis dataset with 1.9M reactions from patents (1976-2016). Predict the reactants needed to synthesize the given product. (1) Given the product [OH:16][CH2:17][C:18]1[CH:23]=[C:22]([C:2]2[N:6]([CH3:7])[CH:5]=[N:4][C:3]=2[C:8]2[CH:13]=[C:12]([C:14]#[N:15])[CH:11]=[CH:10][N:9]=2)[CH:21]=[CH:20][CH:19]=1, predict the reactants needed to synthesize it. The reactants are: Br[C:2]1[N:6]([CH3:7])[CH:5]=[N:4][C:3]=1[C:8]1[CH:13]=[C:12]([C:14]#[N:15])[CH:11]=[CH:10][N:9]=1.[OH:16][CH2:17][C:18]1[CH:19]=[C:20](B(O)O)[CH:21]=[CH:22][CH:23]=1. (2) Given the product [F:12][C:10]1[CH:9]=[C:8]([F:13])[CH:7]=[C:6]2[C:11]=1[C:2]([NH:41][C:37]1[CH:38]=[N:39][CH:40]=[C:35]([N:32]3[CH2:33][CH2:34][O:29][CH2:30][CH2:31]3)[CH:36]=1)=[C:3]([CH3:28])[C:4]([N:14]1[CH2:19][CH2:18][N:17]([C:20]([O:22][C:23]([CH3:24])([CH3:26])[CH3:25])=[O:21])[C@H:16]([CH3:27])[CH2:15]1)=[N:5]2, predict the reactants needed to synthesize it. The reactants are: Cl[C:2]1[C:11]2[C:6](=[CH:7][C:8]([F:13])=[CH:9][C:10]=2[F:12])[N:5]=[C:4]([N:14]2[CH2:19][CH2:18][N:17]([C:20]([O:22][C:23]([CH3:26])([CH3:25])[CH3:24])=[O:21])[C@H:16]([CH3:27])[CH2:15]2)[C:3]=1[CH3:28].[O:29]1[CH2:34][CH2:33][N:32]([C:35]2[CH:36]=[C:37]([NH2:41])[CH:38]=[N:39][CH:40]=2)[CH2:31][CH2:30]1. (3) Given the product [N+:8]([C:5]1[CH:6]=[CH:7][C:2]([C:15]2[CH:16]=[CH:17][C:12]([CH3:11])=[CH:13][CH:14]=2)=[N:3][CH:4]=1)([O-:10])=[O:9], predict the reactants needed to synthesize it. The reactants are: Cl[C:2]1[CH:7]=[CH:6][C:5]([N+:8]([O-:10])=[O:9])=[CH:4][N:3]=1.[CH3:11][C:12]1[CH:17]=[CH:16][C:15](B(O)O)=[CH:14][CH:13]=1.C(=O)([O-])[O-].[Na+].[Na+]. (4) Given the product [CH3:1][N:2]1[CH2:7][CH2:6][N:5]2[CH:9]=[C:10]([C:12]3[CH:13]=[CH:14][CH:15]=[CH:16][CH:17]=3)[CH:11]=[C:4]2[CH2:3]1, predict the reactants needed to synthesize it. The reactants are: [CH3:1][N:2]1[C:7](=O)[CH2:6][N:5]2[CH:9]=[C:10]([C:12]3[CH:17]=[CH:16][CH:15]=[CH:14][CH:13]=3)[CH:11]=[C:4]2[CH2:3]1.[Cl-].[NH4+]. (5) Given the product [Cl:1][C:2]1[CH:7]=[C:6]([O:8][CH3:9])[CH:5]=[CH:4][C:3]=1[N:13]1[CH:17]=[CH:16][CH:15]=[N:14]1, predict the reactants needed to synthesize it. The reactants are: [Cl:1][C:2]1[CH:7]=[C:6]([O:8][CH3:9])[CH:5]=[CH:4][C:3]=1B(O)O.[NH:13]1[CH:17]=[CH:16][CH:15]=[N:14]1. (6) Given the product [C:7]([C:5]1[CH:6]=[C:2]2[N:1]=[C:17]([CH3:19])[C:16]([C:14]([OH:15])=[O:13])=[C:20]([CH3:22])[N:3]2[N:4]=1)([CH3:10])([CH3:9])[CH3:8], predict the reactants needed to synthesize it. The reactants are: [NH2:1][C:2]1[CH:6]=[C:5]([C:7]([CH3:10])([CH3:9])[CH3:8])[NH:4][N:3]=1.CC[O:13][C:14]([CH:16]([C:20]([CH3:22])=O)[C:17]([CH3:19])=O)=[O:15].